This data is from Catalyst prediction with 721,799 reactions and 888 catalyst types from USPTO. The task is: Predict which catalyst facilitates the given reaction. (1) Reactant: [OH:1][C:2]1[CH:3]=[C:4]2[C:9](=[CH:10][CH:11]=1)[CH:8]=[C:7]([C:12]1[O:13][C:14]3[CH:26]=[CH:25][CH:24]=[CH:23][C:15]=3[C:16]=1[C:17](=[O:22])[CH2:18][CH2:19][CH2:20][CH3:21])[CH:6]=[CH:5]2.O[CH:28]([CH2:34][C:35]1[CH:40]=[CH:39][CH:38]=[CH:37][CH:36]=1)[C:29]([O:31][CH2:32][CH3:33])=[O:30].C1(P(C2C=CC=CC=2)C2C=CC=CC=2)C=CC=CC=1.N(C(OC(C)C)=O)=NC(OC(C)C)=O. Product: [C:17]([C:16]1[C:15]2[CH:23]=[CH:24][CH:25]=[CH:26][C:14]=2[O:13][C:12]=1[C:7]1[CH:8]=[C:9]2[C:4](=[CH:5][CH:6]=1)[CH:3]=[C:2]([O:1][CH:28]([CH2:34][C:35]1[CH:36]=[CH:37][CH:38]=[CH:39][CH:40]=1)[C:29]([O:31][CH2:32][CH3:33])=[O:30])[CH:11]=[CH:10]2)(=[O:22])[CH2:18][CH2:19][CH2:20][CH3:21]. The catalyst class is: 638. (2) Reactant: [CH3:1][S:2]([C:5]1[CH:10]=[CH:9][C:8]([NH:11][C:12]2[C:17]([N+:18]([O-:20])=[O:19])=[C:16]([O:21][CH:22]3[CH2:27][CH2:26][NH:25][CH2:24][CH2:23]3)[N:15]=[CH:14][N:13]=2)=[CH:7][CH:6]=1)(=[O:4])=[O:3].C(N(CC)CC)C.[CH3:35][S:36](Cl)(=[O:38])=[O:37]. Product: [CH3:1][S:2]([C:5]1[CH:10]=[CH:9][C:8]([NH:11][C:12]2[C:17]([N+:18]([O-:20])=[O:19])=[C:16]([O:21][CH:22]3[CH2:27][CH2:26][N:25]([S:36]([CH3:35])(=[O:38])=[O:37])[CH2:24][CH2:23]3)[N:15]=[CH:14][N:13]=2)=[CH:7][CH:6]=1)(=[O:4])=[O:3]. The catalyst class is: 3. (3) Reactant: [NH2:1][C:2]1[S:3][C:4]([SH:7])=[N:5][N:6]=1.[OH-].[Na+].II. Product: [NH2:1][C:2]1[S:3][C:4]([S:7][S:7][C:4]2[S:3][C:2]([NH2:1])=[N:6][N:5]=2)=[N:5][N:6]=1. The catalyst class is: 8. (4) Reactant: [CH3:1][C:2]1[CH:10]=[CH:9][C:5]([C:6]([OH:8])=O)=[CH:4][C:3]=1[B:11]1[O:15][C:14]([CH3:17])([CH3:16])[C:13]([CH3:19])([CH3:18])[O:12]1.CCN(C(C)C)C(C)C.CN(C(ON1N=NC2C=CC=NC1=2)=[N+](C)C)C.F[P-](F)(F)(F)(F)F.[CH3:53][C:54]1[C:58]([NH2:59])=[C:57]([CH3:60])[O:56][N:55]=1. Product: [CH3:53][C:54]1[C:58]([NH:59][C:6](=[O:8])[C:5]2[CH:9]=[CH:10][C:2]([CH3:1])=[C:3]([B:11]3[O:12][C:13]([CH3:19])([CH3:18])[C:14]([CH3:16])([CH3:17])[O:15]3)[CH:4]=2)=[C:57]([CH3:60])[O:56][N:55]=1. The catalyst class is: 3. (5) Reactant: [Cl:1][C:2]1[CH:7]=[CH:6][C:5]([NH:8][C:9]2[CH:16]=[CH:15][CH:14]=[CH:13][C:10]=2[C:11]#[N:12])=[C:4]([N+:17]([O-])=O)[CH:3]=1. Product: [ClH:1].[Cl:1][C:2]1[CH:7]=[CH:6][C:5]2[NH:8][C:9]3[CH:16]=[CH:15][CH:14]=[CH:13][C:10]=3[C:11]([NH2:12])=[N:17][C:4]=2[CH:3]=1. The catalyst class is: 361. (6) Reactant: [CH3:1][O:2][C:3]1[CH:4]=[C:5]([CH:37]=[CH:38][C:39]=1[C:40]([CH3:43])([CH3:42])[CH3:41])[C:6]([N:8]1[C@@H:12]([C:13]2[S:14][CH:15]=[CH:16][N:17]=2)[C@@H:11]([C:18]2[CH:23]=[N:22][CH:21]=[CH:20][N:19]=2)[CH2:10][C@@:9]1([CH2:31][C:32]1[N:33]=[CH:34][S:35][CH:36]=1)[C:24]([O:26]C(C)(C)C)=[O:25])=[O:7].FC(F)(F)C(O)=O. Product: [CH3:1][O:2][C:3]1[CH:4]=[C:5]([CH:37]=[CH:38][C:39]=1[C:40]([CH3:43])([CH3:42])[CH3:41])[C:6]([N:8]1[C@@H:12]([C:13]2[S:14][CH:15]=[CH:16][N:17]=2)[C@@H:11]([C:18]2[CH:23]=[N:22][CH:21]=[CH:20][N:19]=2)[CH2:10][C@@:9]1([CH2:31][C:32]1[N:33]=[CH:34][S:35][CH:36]=1)[C:24]([OH:26])=[O:25])=[O:7]. The catalyst class is: 4.